From a dataset of Forward reaction prediction with 1.9M reactions from USPTO patents (1976-2016). Predict the product of the given reaction. (1) Given the reactants [Cl:1][C:2]1[CH:3]=[C:4]([CH:8]([OH:25])[CH2:9][O:10][C:11]2[CH:24]=[CH:23][C:14]([CH:15]=[C:16]3[S:20][C:19](=[O:21])[NH:18][C:17]3=[O:22])=[CH:13][CH:12]=2)[CH:5]=[CH:6][CH:7]=1.O.N1C=CC=CC=1C1C=CC=CN=1.[BH4-].[Na+], predict the reaction product. The product is: [Cl:1][C:2]1[CH:3]=[C:4]([CH:8]([OH:25])[CH2:9][O:10][C:11]2[CH:24]=[CH:23][C:14]([CH2:15][CH:16]3[S:20][C:19](=[O:21])[NH:18][C:17]3=[O:22])=[CH:13][CH:12]=2)[CH:5]=[CH:6][CH:7]=1. (2) Given the reactants Cl[C:2]([O:4][CH2:5][C:6]1[CH:11]=[CH:10][CH:9]=[CH:8][CH:7]=1)=[O:3].[NH2:12][C@H:13]1[CH2:18][CH2:17][C@H:16]([C:19]([OH:21])=O)[CH2:15][CH2:14]1.C(=O)([O-])[O-].[Na+].[Na+].[OH-].[Na+].Cl.[CH3:31][NH:32][O:33][CH3:34].Cl.CN(C)CCCN=C=NCC.ON1C2C=CC=CC=2N=N1.C(N(CC)CC)C.[Cl-].[Na+], predict the reaction product. The product is: [CH3:34][O:33][N:32]([CH3:31])[C:19]([C@H:16]1[CH2:17][CH2:18][C@H:13]([NH:12][C:2](=[O:3])[O:4][CH2:5][C:6]2[CH:11]=[CH:10][CH:9]=[CH:8][CH:7]=2)[CH2:14][CH2:15]1)=[O:21]. (3) Given the reactants [OH:1][CH2:2][CH2:3][C:4]1[CH:9]=[CH:8][CH:7]=[CH:6][CH:5]=1.[H-].[Na+].CS(O[CH2:17][C:18]1[CH:23]=[CH:22][CH:21]=[C:20]([CH2:24][CH2:25][O:26][CH:27]2[CH2:32][CH2:31][CH2:30][CH2:29][O:28]2)[CH:19]=1)(=O)=O, predict the reaction product. The product is: [C:4]1([CH2:3][CH2:2][O:1][CH2:17][C:18]2[CH:19]=[C:20]([CH2:24][CH2:25][O:26][CH:27]3[CH2:32][CH2:31][CH2:30][CH2:29][O:28]3)[CH:21]=[CH:22][CH:23]=2)[CH:9]=[CH:8][CH:7]=[CH:6][CH:5]=1. (4) Given the reactants C([O:3][C:4]([C:6]1[CH:7]=[C:8]2[C:13](=[CH:14][CH:15]=1)[NH:12][CH:11]([C:16]1[CH:21]=[CH:20][C:19]([N:22]3[CH2:27][CH2:26][O:25][CH2:24][CH2:23]3)=[CH:18][CH:17]=1)[C:10]([CH3:29])([CH3:28])[CH2:9]2)=[O:5])C.O.[OH-].[Li+].O.Cl, predict the reaction product. The product is: [CH3:28][C:10]1([CH3:29])[CH2:9][C:8]2[C:13](=[CH:14][CH:15]=[C:6]([C:4]([OH:5])=[O:3])[CH:7]=2)[NH:12][CH:11]1[C:16]1[CH:21]=[CH:20][C:19]([N:22]2[CH2:27][CH2:26][O:25][CH2:24][CH2:23]2)=[CH:18][CH:17]=1. (5) Given the reactants [NH2:1][C:2]1[CH:7]=[CH:6][C:5]([F:8])=[CH:4][C:3]=1[OH:9].Cl[CH2:11][C:12](Cl)=[O:13].C([O-])([O-])=O.[K+].[K+], predict the reaction product. The product is: [F:8][C:5]1[CH:6]=[CH:7][C:2]2[NH:1][C:12](=[O:13])[CH2:11][O:9][C:3]=2[CH:4]=1. (6) Given the reactants C(=O)([O-])[O-].[Cs+].[Cs+].[CH2:7]([N:9]1[C:13]2=[N:14][C:15]([C:31]([F:34])([F:33])[F:32])=[C:16]([C:26]([O:28][CH2:29][CH3:30])=[O:27])[C:17](OS(C(F)(F)F)(=O)=O)=[C:12]2[CH:11]=[N:10]1)[CH3:8].[NH2:35][CH:36]1[CH2:41][CH2:40][O:39][CH2:38][CH2:37]1, predict the reaction product. The product is: [CH2:7]([N:9]1[C:13]2=[N:14][C:15]([C:31]([F:34])([F:33])[F:32])=[C:16]([C:26]([O:28][CH2:29][CH3:30])=[O:27])[C:17]([NH:35][CH:36]3[CH2:41][CH2:40][O:39][CH2:38][CH2:37]3)=[C:12]2[CH:11]=[N:10]1)[CH3:8]. (7) Given the reactants C1([O:6][C:7](=[O:40])[C@@H:8]([NH:16][C:17]([O:19][CH2:20][C:21]2[CH:26]=[CH:25][CH:24]=[C:23]([NH:27][C:28](=[O:39])[CH2:29][CH2:30][CH2:31][CH2:32][CH2:33][CH2:34][C:35](=[O:38])[NH:36][OH:37])[CH:22]=2)=[O:18])[CH2:9][C:10]2[CH:15]=[CH:14][CH:13]=[CH:12][CH:11]=2)CCCC1.[OH-].[Na+], predict the reaction product. The product is: [OH:37][NH:36][C:35]([CH2:34][CH2:33][CH2:32][CH2:31][CH2:30][CH2:29][C:28]([NH:27][C:23]1[CH:22]=[C:21]([CH:26]=[CH:25][CH:24]=1)[CH2:20][O:19][C:17]([NH:16][C@@H:8]([CH2:9][C:10]1[CH:15]=[CH:14][CH:13]=[CH:12][CH:11]=1)[C:7]([OH:40])=[O:6])=[O:18])=[O:39])=[O:38]. (8) Given the reactants [CH2:1]([C:3]1[CH:8]=[CH:7][C:6](Br)=[CH:5][N:4]=1)[CH3:2].[CH2:10](C([Sn])=C(CCCC)CCCC)[CH2:11]CC, predict the reaction product. The product is: [CH2:1]([C:3]1[CH:8]=[CH:7][C:6]([CH:10]=[CH2:11])=[CH:5][N:4]=1)[CH3:2]. (9) Given the reactants [CH2:1]([NH:3][CH2:4][CH3:5])[CH3:2].[Cl:6][C:7]1[CH:34]=[CH:33][C:32]([N:35]2[CH:39]=[CH:38][CH:37]=[N:36]2)=[CH:31][C:8]=1[C:9]([NH:11][C:12](=[O:30])[NH:13][C:14]1[S:15][C:16]2[CH:22]=[C:21]([S:23]([CH2:26][CH2:27][CH2:28]I)(=[O:25])=[O:24])[CH:20]=[CH:19][C:17]=2[N:18]=1)=[O:10], predict the reaction product. The product is: [Cl:6][C:7]1[CH:34]=[CH:33][C:32]([N:35]2[CH:39]=[CH:38][CH:37]=[N:36]2)=[CH:31][C:8]=1[C:9]([NH:11][C:12](=[O:30])[NH:13][C:14]1[S:15][C:16]2[CH:22]=[C:21]([S:23]([CH2:26][CH2:27][CH2:28][N:3]([CH2:4][CH3:5])[CH2:1][CH3:2])(=[O:25])=[O:24])[CH:20]=[CH:19][C:17]=2[N:18]=1)=[O:10].